Dataset: Forward reaction prediction with 1.9M reactions from USPTO patents (1976-2016). Task: Predict the product of the given reaction. (1) Given the reactants [C:1](=[O:4])([O-])[O-:2].[NH4+].[NH4+].[Na].S(O)(O)(=O)=O.[CH2:13](O[CH2:13][CH2:14][CH2:15][CH2:16][CH2:17][CH2:18][CH2:19]CCCCCC)[CH2:14][CH2:15][CH2:16][CH2:17][CH2:18][CH2:19]CCCCCC.C(OCC(CC)CCCC)(=O)C=C.C(OC)(=O)C(C)=C.C(#N)C=C.C(O)(=O)C(C)=C.S(OOS([O-])(=O)=O)([O-])(=O)=O.[NH4+].[NH4+].C(C1C=CC=CC=1)(=O)C1C=CC=CC=1, predict the reaction product. The product is: [CH3:13][CH2:14][CH2:15][CH2:16][CH:17]([C:1]([OH:2])=[O:4])[CH2:18][CH3:19]. (2) Given the reactants [CH3:1][C:2]1[O:6][N:5]=[C:4]([C:7]2[CH:12]=[CH:11][CH:10]=[CH:9][N:8]=2)[C:3]=1[CH2:13][O:14][C:15]1[CH:16]=[CH:17][C:18]([C:21]([OH:23])=O)=[N:19][CH:20]=1.F[B-](F)(F)F.N1(OC(N(C)C)=[N+](C)C)C2C=CC=CC=2N=N1.C(N(CC)C(C)C)(C)C.[NH2:55][CH:56]1[CH2:61][CH2:60][O:59][CH2:58][CH2:57]1, predict the reaction product. The product is: [O:59]1[CH2:60][CH2:61][CH:56]([NH:55][C:21]([C:18]2[CH:17]=[CH:16][C:15]([O:14][CH2:13][C:3]3[C:4]([C:7]4[CH:12]=[CH:11][CH:10]=[CH:9][N:8]=4)=[N:5][O:6][C:2]=3[CH3:1])=[CH:20][N:19]=2)=[O:23])[CH2:57][CH2:58]1. (3) Given the reactants [CH3:1][C:2]([O:9][C:10]1[CH:15]=[CH:14][C:13]([CH2:16][N:17]([CH2:34][C:35]2[CH:40]=[CH:39][C:38]([C:41]([F:44])([F:43])[F:42])=[CH:37][CH:36]=2)[C:18]2[CH:23]=[CH:22][CH:21]=[C:20]([C:24]3[CH:29]=[CH:28][C:27]([C:30]([F:33])([F:32])[F:31])=[CH:26][CH:25]=3)[N:19]=2)=[CH:12][C:11]=1[CH3:45])([CH3:8])[C:3]([O:5]CC)=[O:4].[OH-].[Na+], predict the reaction product. The product is: [CH3:8][C:2]([O:9][C:10]1[CH:15]=[CH:14][C:13]([CH2:16][N:17]([CH2:34][C:35]2[CH:40]=[CH:39][C:38]([C:41]([F:44])([F:43])[F:42])=[CH:37][CH:36]=2)[C:18]2[CH:23]=[CH:22][CH:21]=[C:20]([C:24]3[CH:29]=[CH:28][C:27]([C:30]([F:32])([F:31])[F:33])=[CH:26][CH:25]=3)[N:19]=2)=[CH:12][C:11]=1[CH3:45])([CH3:1])[C:3]([OH:5])=[O:4]. (4) Given the reactants [CH:1]([C:4]1[CH:11]=[CH:10][C:7]([CH:8]=O)=[CH:6][CH:5]=1)([CH3:3])[CH3:2].[NH2:12][C:13]1[N:14]=[N:15][C:16]([CH3:19])=[CH:17][CH:18]=1.C([O:22][C:23](=O)[C:24]([OH:37])=[CH:25][C:26]([C:28]1[CH:33]=[CH:32][CH:31]=[C:30]([N:34]([CH3:36])[CH3:35])[CH:29]=1)=[O:27])C, predict the reaction product. The product is: [CH3:36][N:34]([CH3:35])[C:30]1[CH:29]=[C:28]([CH:33]=[CH:32][CH:31]=1)[C:26]([C:25]1[CH:8]([C:7]2[CH:10]=[CH:11][C:4]([CH:1]([CH3:3])[CH3:2])=[CH:5][CH:6]=2)[N:12]([C:13]2[N:14]=[N:15][C:16]([CH3:19])=[CH:17][CH:18]=2)[C:23](=[O:22])[C:24]=1[OH:37])=[O:27]. (5) Given the reactants C(OC([N:8]1[CH2:16][C:15]2[C:10](=[CH:11][CH:12]=[C:13]([N:17]3[CH2:22][CH2:21][N:20](C)[CH2:19][CH2:18]3)[CH:14]=2)[CH2:9]1)=O)(C)(C)C.[ClH:24].O1CCOC[CH2:26]1, predict the reaction product. The product is: [ClH:24].[ClH:24].[CH3:26][CH:21]1[CH2:22][N:17]([C:13]2[CH:14]=[C:15]3[C:10](=[CH:11][CH:12]=2)[CH2:9][NH:8][CH2:16]3)[CH2:18][CH2:19][NH:20]1. (6) Given the reactants [NH2:1][C:2]1[CH:7]=[C:6]([C:8]2[CH:13]=[CH:12][CH:11]=[CH:10][CH:9]=2)[CH:5]=[CH:4][C:3]=1[OH:14].C(N(CC)CC)C.Cl[CH2:23][C:24](Cl)=[O:25].[H-].[Na+], predict the reaction product. The product is: [C:8]1([C:6]2[CH:5]=[CH:4][C:3]3[O:14][CH2:23][C:24](=[O:25])[NH:1][C:2]=3[CH:7]=2)[CH:13]=[CH:12][CH:11]=[CH:10][CH:9]=1. (7) Given the reactants [Cl-].[OH:2][C:3]1[CH:11]=[C:10]2[C:6]([CH2:7][CH2:8][CH:9]2[CH2:12][C:13]2[N:14]=[CH:15][NH2+:16][CH:17]=2)=[CH:5][CH:4]=1.[C:18]([Cl:23])(=[O:22])[CH2:19][CH2:20][CH3:21], predict the reaction product. The product is: [Cl-:23].[C:18]([O:2][C:3]1[CH:11]=[C:10]2[C:6]([CH2:7][CH2:8][CH:9]2[CH2:12][C:13]2[N:14]=[CH:15][NH2+:16][CH:17]=2)=[CH:5][CH:4]=1)(=[O:22])[CH2:19][CH2:20][CH3:21]. (8) Given the reactants [F:1][C:2]1[CH:3]=[C:4]([C:10]2[N:14]([C:15]3[CH:20]=[CH:19][C:18]([S:21][CH3:22])=[CH:17][CH:16]=3)[N:13]=[C:12]([C:23]([F:26])([F:25])[F:24])[CH:11]=2)[CH:5]=[CH:6][C:7]=1[O:8][CH3:9].ClC1C=CC=C(C(OO)=[O:35])C=1, predict the reaction product. The product is: [F:1][C:2]1[CH:3]=[C:4]([C:10]2[N:14]([C:15]3[CH:16]=[CH:17][C:18]([S:21]([CH3:22])=[O:35])=[CH:19][CH:20]=3)[N:13]=[C:12]([C:23]([F:26])([F:24])[F:25])[CH:11]=2)[CH:5]=[CH:6][C:7]=1[O:8][CH3:9]. (9) Given the reactants [CH3:1][O:2][C:3]1[C:4]2[N:12]=[C:11]([N:13]=[C:14](SC)SC)[S:10][C:5]=2[N:6]=[C:7]([CH3:9])[N:8]=1.Cl.Cl.[NH2:21][CH2:22][C@@:23]1([OH:31])[CH:28]2[CH2:29][CH2:30][N:25]([CH2:26][CH2:27]2)[CH2:24]1.C(=O)([O-])[O-].[Cs+].[Cs+].O, predict the reaction product. The product is: [CH3:1][O:2][C:3]1[C:4]2[N:12]=[C:11]([NH:13][C:14]3[O:31][C@:23]4([CH2:22][N:21]=3)[CH:28]3[CH2:29][CH2:30][N:25]([CH2:26][CH2:27]3)[CH2:24]4)[S:10][C:5]=2[N:6]=[C:7]([CH3:9])[N:8]=1.